From a dataset of Reaction yield outcomes from USPTO patents with 853,638 reactions. Predict the reaction yield, written as a fraction of the theoretical maximum amount of product (1.0 means a 100% yield; for example, 0.34 means a 34% yield). The reactants are [F:1][C:2]1[CH:7]=[CH:6][CH:5]=[C:4]([O:8][CH3:9])[C:3]=1[OH:10].F[C:12]1[CH:17]=[CH:16][C:15]([F:18])=[CH:14][C:13]=1[N+:19]([O-:21])=[O:20].[F:22][C:23]1[CH:24]=[CH:25][C:26]([O:30][C:31]2[C:36]([O:37][CH3:38])=[CH:35][CH:34]=[CH:33][C:32]=2[F:39])=[C:27]([CH:29]=1)[NH2:28].[NH2:40][C:41]1[S:42][CH:43]=[CH:44][N:45]=1. No catalyst specified. The product is [F:18][C:15]1[CH:16]=[CH:17][C:12]([O:10][C:3]2[C:4]([O:8][CH3:9])=[CH:5][CH:6]=[CH:7][C:2]=2[F:1])=[C:13]([N+:19]([O-:21])=[O:20])[CH:14]=1.[F:22][C:23]1[CH:24]=[CH:25][C:26]([O:30][C:31]2[C:36]([O:37][CH3:38])=[CH:35][CH:34]=[CH:33][C:32]=2[F:39])=[C:27]([NH:28][C:3]([NH:40][C:41]2[S:42][CH:43]=[CH:44][N:45]=2)=[O:10])[CH:29]=1. The yield is 0.650.